This data is from Forward reaction prediction with 1.9M reactions from USPTO patents (1976-2016). The task is: Predict the product of the given reaction. (1) Given the reactants Cl[C:2]1[N:7]=[CH:6][C:5]([CH2:8][N:9]2[CH:14]=[C:13]([C:15]3[O:19][N:18]=[C:17]([C:20]4[CH:25]=[CH:24][C:23]([O:26][C:27]([F:30])([F:29])[F:28])=[CH:22][CH:21]=4)[N:16]=3)[CH:12]=[CH:11][C:10]2=[O:31])=[CH:4][CH:3]=1.[CH3:32][NH2:33], predict the reaction product. The product is: [CH3:32][NH:33][C:2]1[N:7]=[CH:6][C:5]([CH2:8][N:9]2[CH:14]=[C:13]([C:15]3[O:19][N:18]=[C:17]([C:20]4[CH:25]=[CH:24][C:23]([O:26][C:27]([F:30])([F:29])[F:28])=[CH:22][CH:21]=4)[N:16]=3)[CH:12]=[CH:11][C:10]2=[O:31])=[CH:4][CH:3]=1. (2) Given the reactants Br[C:2]1[S:3][C:4]2[CH:10]=[CH:9][CH:8]=[CH:7][C:5]=2[N:6]=1.CC1(C)C(C)(C)OB([C:19]2[CH:20]=[CH:21][C:22]([N:25]3CCOC[CH2:26]3)=[N:23][CH:24]=2)O1.[CH3:32][O:33]C1C=CC2N=C(C3C=NC(N)=NC=3)SC=2C=1, predict the reaction product. The product is: [CH3:32][O:33][C:8]1[CH:9]=[CH:10][C:4]2[S:3][C:2]([C:19]3[CH:20]=[CH:21][C:22]([NH:25][CH3:26])=[N:23][CH:24]=3)=[N:6][C:5]=2[CH:7]=1. (3) Given the reactants [NH2:1][C:2]1[CH:7]=[CH:6][C:5]([N:8]2[CH2:13][CH2:12][N:11]([CH3:14])[CH2:10][CH2:9]2)=[CH:4][CH:3]=1.C(N(C(C)C)C(C)C)C.[C:24](Cl)(=[O:29])[C:25]([CH3:28])([CH3:27])[CH3:26].O, predict the reaction product. The product is: [CH3:26][C:25]([CH3:28])([CH3:27])[C:24]([NH:1][C:2]1[CH:3]=[CH:4][C:5]([N:8]2[CH2:9][CH2:10][N:11]([CH3:14])[CH2:12][CH2:13]2)=[CH:6][CH:7]=1)=[O:29]. (4) Given the reactants Cl[C:2]1[C:7]([CH:8]([C:10]2[CH:15]=[CH:14][C:13]([CH2:16][CH3:17])=[CH:12][CH:11]=2)O)=[N:6][CH:5]=[CH:4][N:3]=1.[OH-].[K+].C([O-])([O-])=O.[K+].[K+].[CH2:26]([OH:33])[C:27]1[CH:32]=[CH:31][CH:30]=[CH:29][CH:28]=1.COCCOCCN(CCOCCOC)CCOCCOC, predict the reaction product. The product is: [CH2:26]([O:33][C:2]1[C:7]([CH2:8][C:10]2[CH:15]=[CH:14][C:13]([CH2:16][CH3:17])=[CH:12][CH:11]=2)=[N:6][CH:5]=[CH:4][N:3]=1)[C:27]1[CH:32]=[CH:31][CH:30]=[CH:29][CH:28]=1.